Dataset: Catalyst prediction with 721,799 reactions and 888 catalyst types from USPTO. Task: Predict which catalyst facilitates the given reaction. Reactant: [F:1][C:2]1[CH:3]=[C:4]([CH:13]=[C:14](B2OC(C)(C)C(C)(C)O2)[CH:15]=1)[NH:5][CH2:6][CH2:7][N:8]1[CH2:12][CH2:11][CH2:10][CH2:9]1.Cl[C:26]1[CH:27]=[CH:28][C:29]2[N:30]=[CH:31][N:32]=[C:33]([NH2:36])[C:34]=2[N:35]=1.C([O-])([O-])=O.[Cs+].[Cs+]. Product: [F:1][C:2]1[CH:15]=[C:14]([C:26]2[CH:27]=[CH:28][C:29]3[N:30]=[CH:31][N:32]=[C:33]([NH2:36])[C:34]=3[N:35]=2)[CH:13]=[C:4]([NH:5][CH2:6][CH2:7][N:8]2[CH2:9][CH2:10][CH2:11][CH2:12]2)[CH:3]=1. The catalyst class is: 70.